This data is from Forward reaction prediction with 1.9M reactions from USPTO patents (1976-2016). The task is: Predict the product of the given reaction. (1) Given the reactants Cl[C:2]1[N:3]=[C:4]([N:16]2[CH2:21][CH2:20][O:19][CH2:18][C@@H:17]2[CH3:22])[C:5]2[CH2:10][N:9]([C:11]([O:13][CH2:14][CH3:15])=[O:12])[CH2:8][C:6]=2[N:7]=1.[F:23][C:24]1[CH:25]=[C:26]([CH:28]=[CH:29][C:30]=1B1OC(C)(C)C(C)(C)O1)[NH2:27], predict the reaction product. The product is: [NH2:27][C:26]1[CH:28]=[CH:29][C:30]([C:2]2[N:3]=[C:4]([N:16]3[CH2:21][CH2:20][O:19][CH2:18][C@@H:17]3[CH3:22])[C:5]3[CH2:10][N:9]([C:11]([O:13][CH2:14][CH3:15])=[O:12])[CH2:8][C:6]=3[N:7]=2)=[C:24]([F:23])[CH:25]=1. (2) Given the reactants [F:1][C:2]1([F:11])[CH2:7][CH2:6][CH:5]([C:8]([NH2:10])=O)[CH2:4][CH2:3]1.[Li], predict the reaction product. The product is: [F:1][C:2]1([F:11])[CH2:7][CH2:6][CH:5]([CH2:8][NH2:10])[CH2:4][CH2:3]1. (3) Given the reactants [N:1]([CH2:4][CH2:5][CH2:6][O:7][C@@H:8]1[C@@H:16]([O:17][CH2:18][CH2:19][CH2:20][N:21]=[N+]=[N-])[C@@H:15]([O:24][CH2:25][CH2:26][CH2:27][N:28]=[N+]=[N-])[C@@H:14]([CH2:31][O:32][CH2:33][CH2:34][CH2:35][N:36]=[N+]=[N-])[O:13][C@@H:9]1[O:10][CH2:11][CH3:12])=[N+]=[N-], predict the reaction product. The product is: [NH2:1][CH2:4][CH2:5][CH2:6][O:7][C@@H:8]1[C@@H:16]([O:17][CH2:18][CH2:19][CH2:20][NH2:21])[C@@H:15]([O:24][CH2:25][CH2:26][CH2:27][NH2:28])[C@@H:14]([CH2:31][O:32][CH2:33][CH2:34][CH2:35][NH2:36])[O:13][C@@H:9]1[O:10][CH2:11][CH3:12].